From a dataset of Catalyst prediction with 721,799 reactions and 888 catalyst types from USPTO. Predict which catalyst facilitates the given reaction. Reactant: [CH2:1]([O:3][C@@H:4]([CH2:10][C:11]1[CH:16]=[CH:15][C:14]([O:17][CH2:18][C:19]([N:21]([CH2:34][CH3:35])[CH2:22][C:23]2[CH:28]=[CH:27][C:26]([O:29][C:30]([F:33])([F:32])[F:31])=[CH:25][CH:24]=2)=[O:20])=[CH:13][CH:12]=1)[C:5]([O:7]CC)=[O:6])[CH3:2].[Li+].[OH-].Cl. Product: [CH2:1]([O:3][C@@H:4]([CH2:10][C:11]1[CH:16]=[CH:15][C:14]([O:17][CH2:18][C:19]([N:21]([CH2:34][CH3:35])[CH2:22][C:23]2[CH:28]=[CH:27][C:26]([O:29][C:30]([F:32])([F:33])[F:31])=[CH:25][CH:24]=2)=[O:20])=[CH:13][CH:12]=1)[C:5]([OH:7])=[O:6])[CH3:2]. The catalyst class is: 1.